Dataset: TCR-epitope binding with 47,182 pairs between 192 epitopes and 23,139 TCRs. Task: Binary Classification. Given a T-cell receptor sequence (or CDR3 region) and an epitope sequence, predict whether binding occurs between them. The TCR CDR3 sequence is CASSLVEGGGEKLFF. Result: 0 (the TCR does not bind to the epitope). The epitope is TPINLVRDL.